This data is from Full USPTO retrosynthesis dataset with 1.9M reactions from patents (1976-2016). The task is: Predict the reactants needed to synthesize the given product. (1) Given the product [Cl:39][C:36]1[CH:37]=[CH:38][C:33]([C@@:13]23[O:32][C@@:10]([C:52]([OH:55])([CH3:53])[CH3:54])([CH2:11][O:12]2)[C@@H:9]([OH:8])[C@H:15]([OH:16])[C@H:14]3[OH:24])=[CH:34][C:35]=1[CH2:40][C:41]1[CH:46]=[CH:45][C:44]([O:47][CH2:48][CH3:49])=[C:43]([F:50])[C:42]=1[F:51], predict the reactants needed to synthesize it. The reactants are: C([O:8][C@H:9]1[C@H:15]([O:16]CC2C=CC=CC=2)[C@@H:14]([O:24]CC2C=CC=CC=2)[C@:13]2([C:33]3[CH:38]=[CH:37][C:36]([Cl:39])=[C:35]([CH2:40][C:41]4[CH:46]=[CH:45][C:44]([O:47][CH2:48][CH3:49])=[C:43]([F:50])[C:42]=4[F:51])[CH:34]=3)[O:32][C@@:10]1([C:52]([OH:55])([CH3:54])[CH3:53])[CH2:11][O:12]2)C1C=CC=CC=1.ClC1C=CC=CC=1Cl. (2) Given the product [CH3:42][S:38][C@@H:36]1[CH2:9][N:11]2[C@@H:15]([CH2:14][C:13](=[O:41])[CH2:12][CH2:27]2)[CH2:37]1, predict the reactants needed to synthesize it. The reactants are: C(O[C:9]([N:11]1[CH2:15][C@H:14](OS(C2C=CC(C)=CC=2)(=O)=O)[CH2:13][C@H:12]1[CH2:27]O[Si](C(C)(C)C)(C)C)=O)C1C=CC=CC=1.[C:36]([O-])(=[S:38])[CH3:37].[K+].[OH2:41].[CH3:42]N(C)C=O. (3) Given the product [Br:1][C:2]1[CH:3]=[CH:4][C:5]([N:8]2[CH2:9][CH2:10][N:11]([C:21]([O:23][CH2:24][C:25]([O:27][CH2:28][CH3:29])=[O:26])=[O:20])[CH2:12][CH2:13]2)=[N:6][CH:7]=1, predict the reactants needed to synthesize it. The reactants are: [Br:1][C:2]1[CH:3]=[CH:4][C:5]([N:8]2[CH2:13][CH2:12][NH:11][CH2:10][CH2:9]2)=[N:6][CH:7]=1.C1([O:20][C:21]([O:23][CH2:24][C:25]([O:27][CH2:28][CH3:29])=[O:26])=O)C=CC=CC=1. (4) Given the product [CH3:44][O:43][C:40]1[CH:39]=[CH:38][C:37]([CH2:36][N:26]([CH2:27][C:28]2[CH:29]=[CH:30][C:31]([O:34][CH3:35])=[CH:32][CH:33]=2)[C:21]2[N:22]=[C:23]([CH3:25])[N:24]=[C:19]([C:18]3[C:13]([NH:11][C:8]4[CH:9]=[CH:10][C:4]5[O:3][C:2]([CH3:1])=[N:6][C:5]=5[CH:7]=4)=[N:14][CH:15]=[CH:16][CH:17]=3)[N:20]=2)=[CH:42][CH:41]=1, predict the reactants needed to synthesize it. The reactants are: [CH3:1][C:2]1[O:3][C:4]2[CH:10]=[CH:9][C:8]([NH2:11])=[CH:7][C:5]=2[N:6]=1.F[C:13]1[C:18]([C:19]2[N:24]=[C:23]([CH3:25])[N:22]=[C:21]([N:26]([CH2:36][C:37]3[CH:42]=[CH:41][C:40]([O:43][CH3:44])=[CH:39][CH:38]=3)[CH2:27][C:28]3[CH:33]=[CH:32][C:31]([O:34][CH3:35])=[CH:30][CH:29]=3)[N:20]=2)=[CH:17][CH:16]=[CH:15][N:14]=1.